Predict the reactants needed to synthesize the given product. From a dataset of Full USPTO retrosynthesis dataset with 1.9M reactions from patents (1976-2016). (1) The reactants are: [CH3:1][O:2][C:3]1[CH:8]=[CH:7][C:6]([N:9]2[CH2:14][C@@H:13]3[CH2:15][C@H:10]2[CH2:11][O:12]3)=[CH:5][C:4]=1[NH:16][C:17]([NH2:19])=[S:18].BrBr. Given the product [CH3:1][O:2][C:3]1[C:4]2[N:16]=[C:17]([NH2:19])[S:18][C:5]=2[C:6]([N:9]2[CH2:14][C@@H:13]3[CH2:15][C@H:10]2[CH2:11][O:12]3)=[CH:7][CH:8]=1, predict the reactants needed to synthesize it. (2) Given the product [NH2:1][C:4]1[CH:8]=[CH:7][N:6]([CH2:9][CH:10]([OH:12])[CH3:11])[N:5]=1, predict the reactants needed to synthesize it. The reactants are: [N+:1]([C:4]1[CH:8]=[CH:7][N:6]([CH2:9][CH:10]([OH:12])[CH3:11])[N:5]=1)([O-])=O.[H][H].